This data is from Forward reaction prediction with 1.9M reactions from USPTO patents (1976-2016). The task is: Predict the product of the given reaction. (1) Given the reactants [OH:1][C:2]1[CH:11]=[C:10]([NH:12][S:13]([C:16]2[CH:17]=[C:18]([C:22]3[CH:27]=[CH:26][CH:25]=[CH:24][C:23]=3[OH:28])[CH:19]=[CH:20][CH:21]=2)(=[O:15])=[O:14])[CH:9]=[CH:8][C:3]=1[C:4]([O:6]C)=[O:5], predict the reaction product. The product is: [OH:1][C:2]1[CH:11]=[C:10]([NH:12][S:13]([C:16]2[CH:17]=[C:18]([C:22]3[CH:27]=[CH:26][CH:25]=[CH:24][C:23]=3[OH:28])[CH:19]=[CH:20][CH:21]=2)(=[O:15])=[O:14])[CH:9]=[CH:8][C:3]=1[C:4]([OH:6])=[O:5]. (2) The product is: [F:1][C:2]1[CH:7]=[CH:6][C:5]([F:8])=[CH:4][C:3]=1[C@H:9]1[CH2:13][CH2:12][CH2:11][N:10]1[C:14]1[CH:19]=[CH:18][N:17]2[N:20]=[CH:21][C:22](/[CH:23]=[CH:24]/[C:25]([N:61]3[CH2:66][CH2:65][O:64][CH2:63][CH2:62]3)=[O:27])=[C:16]2[N:15]=1. Given the reactants [F:1][C:2]1[CH:7]=[CH:6][C:5]([F:8])=[CH:4][C:3]=1[C@H:9]1[CH2:13][CH2:12][CH2:11][N:10]1[C:14]1[CH:19]=[CH:18][N:17]2[N:20]=[CH:21][C:22](/[CH:23]=[CH:24]/[C:25]([OH:27])=O)=[C:16]2[N:15]=1.CN(C(ON1N=NC2C=CC=NC1=2)=[N+](C)C)C.F[P-](F)(F)(F)(F)F.CCN(C(C)C)C(C)C.[NH:61]1[CH2:66][CH2:65][O:64][CH2:63][CH2:62]1, predict the reaction product.